From a dataset of Reaction yield outcomes from USPTO patents with 853,638 reactions. Predict the reaction yield, written as a fraction of the theoretical maximum amount of product (1.0 means a 100% yield; for example, 0.34 means a 34% yield). The reactants are [F:1][CH:2]([F:19])[C:3](O)=[CH:4][C:5]([C:7]1[CH:17]=[CH:16][C:10]2[O:11][CH2:12][C:13](=[O:15])[NH:14][C:9]=2[CH:8]=1)=O.[C:20]1([NH:26][NH2:27])[CH:25]=[CH:24][CH:23]=[CH:22][CH:21]=1.C(O)(=O)C. The catalyst is C(O)(C)C. The product is [F:1][CH:2]([F:19])[C:3]1[CH:4]=[C:5]([C:7]2[CH:17]=[CH:16][C:10]3[O:11][CH2:12][C:13](=[O:15])[NH:14][C:9]=3[CH:8]=2)[N:26]([C:20]2[CH:25]=[CH:24][CH:23]=[CH:22][CH:21]=2)[N:27]=1. The yield is 0.0500.